Predict the product of the given reaction. From a dataset of Forward reaction prediction with 1.9M reactions from USPTO patents (1976-2016). (1) Given the reactants [C:1]([C:3]1[CH:36]=[CH:35][C:6]([C:7]([NH:9][C:10]2[N:14]([CH2:15][CH2:16][O:17][CH3:18])[C:13]3[CH:19]=[CH:20][C:21]([CH2:23][O:24][Si](C(C)C)(C(C)C)C(C)C)=[CH:22][C:12]=3[N:11]=2)=[O:8])=[CH:5][CH:4]=1)#[N:2].Cl, predict the reaction product. The product is: [C:1]([C:3]1[CH:4]=[CH:5][C:6]([C:7]([NH:9][C:10]2[N:14]([CH2:15][CH2:16][O:17][CH3:18])[C:13]3[CH:19]=[CH:20][C:21]([CH2:23][OH:24])=[CH:22][C:12]=3[N:11]=2)=[O:8])=[CH:35][CH:36]=1)#[N:2]. (2) Given the reactants [N:1]1([CH2:6][C@@H:7]2[C@H:10]([NH:11][C:12](=[O:38])/[C:13](=[N:27]\[O:28][C@@H:29]([CH3:37])[C:30]([O:32]C(C)(C)C)=[O:31])/[C:14]3[N:15]=[C:16]([NH:19]C(OC(C)(C)C)=O)[S:17][CH:18]=3)[C:9](=[O:39])[N:8]2[S:40]([OH:43])(=[O:42])=[O:41])[CH:5]=[N:4][CH:3]=[N:2]1.C(O)(C(F)(F)F)=O, predict the reaction product. The product is: [N:1]1([CH2:6][C@@H:7]2[C@H:10]([NH:11][C:12](=[O:38])/[C:13](=[N:27]\[O:28][C@@H:29]([CH3:37])[C:30]([OH:32])=[O:31])/[C:14]3[N:15]=[C:16]([NH2:19])[S:17][CH:18]=3)[C:9](=[O:39])[N:8]2[S:40]([OH:43])(=[O:41])=[O:42])[CH:5]=[N:4][CH:3]=[N:2]1. (3) Given the reactants C(NC(C)C)(C)C.[Li]CCCC.[F:13][C:14]1[CH:19]=[CH:18][CH:17]=[CH:16][N:15]=1.C1C[O:23][CH2:22][CH2:21]1, predict the reaction product. The product is: [F:13][C:14]1[C:19]([C:22](=[O:23])[CH3:21])=[CH:18][CH:17]=[CH:16][N:15]=1. (4) Given the reactants [NH:1]1[C:5]([C:6]([O:8][CH2:9][CH2:10][CH2:11][CH3:12])=[O:7])=[C:4]([C:13]([O:15][CH2:16][CH2:17][CH2:18][CH3:19])=[O:14])[N:3]=[CH:2]1.C([O-])([O-])=O.[K+].[K+].[Br:26]Br.[O-]S([O-])(=S)=O.[Na+].[Na+], predict the reaction product. The product is: [Br:26][C:2]1[NH:1][C:5]([C:6]([O:8][CH2:9][CH2:10][CH2:11][CH3:12])=[O:7])=[C:4]([C:13]([O:15][CH2:16][CH2:17][CH2:18][CH3:19])=[O:14])[N:3]=1. (5) Given the reactants CN([C:4]([O:8]N1N=NC2C=CC=NC1=2)=[N+](C)C)C.F[P-](F)(F)(F)(F)F.[C:25]([O:29][C:30]([NH:32][C@@H:33]([C@H:45]([CH3:53])[CH2:46][CH:47]([CH3:52])[CH2:48][CH2:49][CH:50]=[CH2:51])[C:34]([N:36]1[CH2:40][C@H:39]([OH:41])[CH2:38][C@H:37]1[C:42](O)=[O:43])=[O:35])=[O:31])([CH3:28])([CH3:27])[CH3:26].Cl.[NH2:55][C@:56]1([C:61]([NH:63][S:64]([C:67]2([CH2:70][F:71])[CH2:69][CH2:68]2)(=[O:66])=[O:65])=[O:62])[CH2:58][C@H:57]1[CH:59]=[CH2:60].CCN(C(C)C)C(C)C, predict the reaction product. The product is: [F:71][CH2:70][C:67]1([S:64]([NH:63][C:61]([C@@:56]2([NH:55][C:42]([C@@H:37]3[CH2:38][C@@H:39]([OH:41])[CH2:40][N:36]3[C:34](=[O:35])[C@@H:33]([NH:32][C:30](=[O:31])[O:29][C:25]([CH3:28])([CH3:26])[CH3:27])[C@H:45]([CH2:53][O:8][CH3:4])[CH2:46][CH:47]([CH3:52])[CH2:48][CH2:49][CH:50]=[CH2:51])=[O:43])[CH2:58][C@H:57]2[CH:59]=[CH2:60])=[O:62])(=[O:66])=[O:65])[CH2:69][CH2:68]1. (6) Given the reactants [CH3:1][C:2]1[CH:3]=[C:4]([CH:49]=[CH:50][CH:51]=1)[CH2:5][N:6]1[CH:10]=[C:9]([C:11]2[C:19]3[C:14](=[N:15][CH:16]=[C:17]([C:20]4[CH:21]=[CH:22][C:23]([N:26]5[CH2:31][CH2:30][N:29](C(OC(C)(C)C)=O)[CH2:28][CH2:27]5)=[N:24][CH:25]=4)[CH:18]=3)[N:13]([S:39]([C:42]3[CH:48]=[CH:47][C:45]([CH3:46])=[CH:44][CH:43]=3)(=[O:41])=[O:40])[CH:12]=2)[CH:8]=[N:7]1.[ClH:52], predict the reaction product. The product is: [ClH:52].[CH3:1][C:2]1[CH:3]=[C:4]([CH:49]=[CH:50][CH:51]=1)[CH2:5][N:6]1[CH:10]=[C:9]([C:11]2[C:19]3[C:14](=[N:15][CH:16]=[C:17]([C:20]4[CH:25]=[N:24][C:23]([N:26]5[CH2:31][CH2:30][NH:29][CH2:28][CH2:27]5)=[CH:22][CH:21]=4)[CH:18]=3)[N:13]([S:39]([C:42]3[CH:48]=[CH:47][C:45]([CH3:46])=[CH:44][CH:43]=3)(=[O:41])=[O:40])[CH:12]=2)[CH:8]=[N:7]1. (7) Given the reactants C([NH:5][C:6]([NH:8][C@@H:9]([CH2:12][C:13]1[CH:18]=[CH:17][CH:16]=[C:15]([N+:19]([O-:21])=[O:20])[CH:14]=1)[CH2:10]O)=[S:7])(C)(C)C.[ClH:22], predict the reaction product. The product is: [ClH:22].[N+:19]([C:15]1[CH:14]=[C:13]([CH:18]=[CH:17][CH:16]=1)[CH2:12][C@H:9]1[CH2:10][S:7][C:6]([NH2:5])=[N:8]1)([O-:21])=[O:20].